Dataset: Forward reaction prediction with 1.9M reactions from USPTO patents (1976-2016). Task: Predict the product of the given reaction. (1) Given the reactants [CH2:1]([C:5]1[C:6]([CH3:31])=[C:7]([C:18]([NH:21][S:22]([C:25]2[CH:26]=[N:27][CH:28]=[CH:29][CH:30]=2)(=[O:24])=[O:23])=[CH:19][CH:20]=1)[C:8]([O:10]CC1C=CC=CC=1)=[O:9])[CH2:2][CH2:3][CH3:4].O, predict the reaction product. The product is: [CH2:1]([C:5]1[C:6]([CH3:31])=[C:7]([C:18]([NH:21][S:22]([C:25]2[CH:26]=[N:27][CH:28]=[CH:29][CH:30]=2)(=[O:23])=[O:24])=[CH:19][CH:20]=1)[C:8]([OH:10])=[O:9])[CH2:2][CH2:3][CH3:4]. (2) Given the reactants [Cl:1][C:2]1[CH:3]=[C:4]([CH2:19][C:20]([O:22]C)=[O:21])[CH:5]=[CH:6][C:7]=1[NH:8][C:9]([NH:11][C:12]1[CH:17]=[CH:16][CH:15]=[CH:14][C:13]=1[Cl:18])=[O:10], predict the reaction product. The product is: [Cl:1][C:2]1[CH:3]=[C:4]([CH2:19][C:20]([OH:22])=[O:21])[CH:5]=[CH:6][C:7]=1[NH:8][C:9]([NH:11][C:12]1[CH:17]=[CH:16][CH:15]=[CH:14][C:13]=1[Cl:18])=[O:10]. (3) Given the reactants [F:1][C:2]1[CH:7]=[CH:6][C:5]([N:8]2[CH:11]([C:12]3[CH:17]=[CH:16][C:15]([O:18][CH2:19][CH2:20][CH2:21][CH2:22][N:23]4[CH:27]=[CH:26][N:25]=[CH:24]4)=[CH:14][C:13]=3[OH:28])[CH:10]([CH2:29][CH2:30][CH:31]([C:33]3[CH:38]=[CH:37][C:36]([F:39])=[CH:35][CH:34]=3)[OH:32])[C:9]2=[O:40])=[CH:4][CH:3]=1.[CH3:41][I:42], predict the reaction product. The product is: [I-:42].[F:1][C:2]1[CH:7]=[CH:6][C:5]([N:8]2[C:9](=[O:40])[CH:10]([CH2:29][CH2:30][CH:31]([C:33]3[CH:34]=[CH:35][C:36]([F:39])=[CH:37][CH:38]=3)[OH:32])[CH:11]2[C:12]2[CH:17]=[CH:16][C:15]([O:18][CH2:19][CH2:20][CH2:21][CH2:22][N:23]3[CH:27]=[CH:26][N+:25]([CH3:41])=[CH:24]3)=[CH:14][C:13]=2[OH:28])=[CH:4][CH:3]=1. (4) Given the reactants [F:1][C:2]1[CH:10]=[CH:9][CH:8]=[CH:7][C:3]=1[CH:4]=[N:5][OH:6].ClN1C(=O)CCC1=O.C([O-])(O)=O.[Na+].[F:24][C:25]1[CH:30]=[CH:29][CH:28]=[C:27]([F:31])[C:26]=1[CH2:32][O:33][CH2:34][C:35]([CH3:37])=[CH2:36], predict the reaction product. The product is: [F:24][C:25]1[CH:30]=[CH:29][CH:28]=[C:27]([F:31])[C:26]=1[CH2:32][O:33][CH2:34][C:35]1([CH3:37])[O:6][N:5]=[C:4]([C:3]2[CH:7]=[CH:8][CH:9]=[CH:10][C:2]=2[F:1])[CH2:36]1. (5) Given the reactants [CH3:1][S:2]([C:5]1[CH:6]=[C:7]([NH:11][C:12]2[C:13]3[N:30]=[CH:29][S:28][C:14]=3[N:15]=[C:16]([C:18]3[CH:19]=[C:20]([CH:25]=[CH:26][CH:27]=3)[C:21]([O:23]C)=[O:22])[N:17]=2)[CH:8]=[CH:9][CH:10]=1)(=[O:4])=[O:3].[OH-].[Na+].Cl, predict the reaction product. The product is: [CH3:1][S:2]([C:5]1[CH:6]=[C:7]([NH:11][C:12]2[C:13]3[N:30]=[CH:29][S:28][C:14]=3[N:15]=[C:16]([C:18]3[CH:19]=[C:20]([CH:25]=[CH:26][CH:27]=3)[C:21]([OH:23])=[O:22])[N:17]=2)[CH:8]=[CH:9][CH:10]=1)(=[O:3])=[O:4]. (6) Given the reactants [C:1]([N:4]1[C:12]2[C:7](=[CH:8][CH:9]=[C:10]([S:13]([OH:16])(=[O:15])=[O:14])[CH:11]=2)[CH2:6][CH2:5]1)(=[O:3])[CH3:2].[N+:17]([O-])([OH:19])=[O:18], predict the reaction product. The product is: [C:1]([N:4]1[C:12]2[C:7](=[CH:8][C:9]([N+:17]([O-:19])=[O:18])=[C:10]([S:13]([OH:16])(=[O:14])=[O:15])[CH:11]=2)[CH2:6][CH2:5]1)(=[O:3])[CH3:2]. (7) Given the reactants [CH2:1]([NH2:8])[C:2]1[CH:7]=[CH:6][CH:5]=[CH:4][CH:3]=1.CS(O[CH2:14][C:15]([CH3:33])([CH3:32])[CH2:16][C@@H:17]([NH:24][C:25]([O:27][C:28]([CH3:31])([CH3:30])[CH3:29])=[O:26])[CH2:18]OS(C)(=O)=O)(=O)=O.COCCOC, predict the reaction product. The product is: [CH2:1]([N:8]1[CH2:14][C:15]([CH3:33])([CH3:32])[CH2:16][C@@H:17]([NH:24][C:25](=[O:26])[O:27][C:28]([CH3:31])([CH3:30])[CH3:29])[CH2:18]1)[C:2]1[CH:7]=[CH:6][CH:5]=[CH:4][CH:3]=1. (8) The product is: [Br:3][C:4]1[CH:5]=[C:6]2[C:11]([NH:12][C@@H:13]3[CH2:17][N:16]([C:18]([O:20][CH2:21][C:22]4[CH:27]=[CH:26][CH:25]=[CH:24][CH:23]=4)=[O:19])[CH2:15][C@@:14]3([F:29])[CH3:28])=[C:10]([C:30](=[O:1])[NH2:31])[CH:9]=[N:8][N:7]2[CH:32]=1. Given the reactants [OH-:1].[Na+].[Br:3][C:4]1[CH:5]=[C:6]2[C:11]([NH:12][C@@H:13]3[CH2:17][N:16]([C:18]([O:20][CH2:21][C:22]4[CH:27]=[CH:26][CH:25]=[CH:24][CH:23]=4)=[O:19])[CH2:15][C@@:14]3([F:29])[CH3:28])=[C:10]([C:30]#[N:31])[CH:9]=[N:8][N:7]2[CH:32]=1.OO, predict the reaction product. (9) Given the reactants Cl.CO[C:4](=[O:14])[CH2:5][C@H:6]([NH2:13])[C:7]1[CH:12]=[CH:11][CH:10]=[CH:9][CH:8]=1.C(N(CC)CC)C.[F:22][C:23]1([F:32])[CH2:28][CH2:27][CH:26]([C:29](O)=[O:30])[CH2:25][CH2:24]1.C(N=C=NC(C)C)(C)C, predict the reaction product. The product is: [CH3:4][CH2:5][CH2:6][CH:7]([CH3:12])[CH3:8].[C:7]1([C@@H:6]([NH:13][C:29]([CH:26]2[CH2:27][CH2:28][C:23]([F:32])([F:22])[CH2:24][CH2:25]2)=[O:30])[CH2:5][CH2:4][OH:14])[CH:8]=[CH:9][CH:10]=[CH:11][CH:12]=1. (10) Given the reactants [N:1]1[C:10]2[C:5](=[CH:6][C:7]([NH:11][C:12](=[O:27])[CH2:13][C:14]([NH:16][C:17]3[CH:22]=[CH:21][CH:20]=[C:19]([C:23]([F:26])([F:25])[F:24])[CH:18]=3)=[O:15])=[CH:8][CH:9]=2)[CH:4]=[CH:3][CH:2]=1.[Cl:28][C:29]1[C:30]([O:38][CH2:39][CH2:40][N:41]2[CH2:46][CH2:45][O:44][CH2:43][CH2:42]2)=[C:31]([CH:34]=[C:35]([Cl:37])[CH:36]=1)[CH:32]=O, predict the reaction product. The product is: [Cl:28][C:29]1[C:30]([O:38][CH2:39][CH2:40][N:41]2[CH2:42][CH2:43][O:44][CH2:45][CH2:46]2)=[C:31]([CH:34]=[C:35]([Cl:37])[CH:36]=1)/[CH:32]=[C:13](\[C:14]([NH:16][C:17]1[CH:22]=[CH:21][CH:20]=[C:19]([C:23]([F:25])([F:26])[F:24])[CH:18]=1)=[O:15])/[C:12]([NH:11][C:7]1[CH:6]=[C:5]2[C:10](=[CH:9][CH:8]=1)[N:1]=[CH:2][CH:3]=[CH:4]2)=[O:27].